The task is: Predict the reaction yield, written as a fraction of the theoretical maximum amount of product (1.0 means a 100% yield; for example, 0.34 means a 34% yield).. This data is from Reaction yield outcomes from USPTO patents with 853,638 reactions. (1) The reactants are [F:1][C:2]([F:18])([F:17])[CH2:3][NH:4][CH:5]1[CH2:11][CH2:10][C:9]2[CH:12]=[C:13]([NH2:16])[CH:14]=[CH:15][C:8]=2[CH2:7][CH2:6]1.CC1(C)[C@]2(CS(O)(=O)=O)C(C[C@H]1CC2)=O.Cl[C:35]1[N:40]=[C:39]([NH:41][C:42]2[CH:47]=[CH:46][CH:45]=[CH:44][C:43]=2[C:48]2[N:49]([CH3:53])[CH:50]=[CH:51][N:52]=2)[C:38]([Cl:54])=[CH:37][N:36]=1. No catalyst specified. The product is [Cl:54][C:38]1[C:39]([NH:41][C:42]2[CH:47]=[CH:46][CH:45]=[CH:44][C:43]=2[C:48]2[N:49]([CH3:53])[CH:50]=[CH:51][N:52]=2)=[N:40][C:35]([NH:16][C:13]2[CH:14]=[CH:15][C:8]3[CH2:7][CH2:6][CH:5]([NH:4][CH2:3][C:2]([F:17])([F:18])[F:1])[CH2:11][CH2:10][C:9]=3[CH:12]=2)=[N:36][CH:37]=1. The yield is 0.470. (2) The reactants are C(O)[CH:2]([OH:11])[CH2:3][CH2:4][CH2:5][CH2:6][CH2:7][CH2:8][C:9]#[CH:10]. The catalyst is CC(C)=O.O. The product is [CH:2](=[O:11])[CH2:3][CH2:4][CH2:5][CH2:6][CH2:7][CH2:8][C:9]#[CH:10]. The yield is 0.680. (3) The reactants are [Cl:1][C:2]1[N:7]=[C:6]([Cl:8])[CH:5]=[C:4](Cl)[N:3]=1.[NH:10]1[C:18]2[C:13](=[CH:14][C:15]([NH2:19])=[CH:16][CH:17]=2)[CH:12]=[N:11]1. The catalyst is CCO. The product is [Cl:1][C:2]1[N:3]=[C:4]([NH:19][C:15]2[CH:14]=[C:13]3[C:18](=[CH:17][CH:16]=2)[NH:10][N:11]=[CH:12]3)[CH:5]=[C:6]([Cl:8])[N:7]=1. The yield is 0.500. (4) The reactants are [Cl:1][C:2]1[S:10][C:9]2[S:8](=[O:12])(=[O:11])[NH:7][CH2:6][C:5](=[O:13])[C:4]=2[CH:3]=1.[Cl:14][C:15]1[CH:20]=[CH:19][C:18]([Mg]Br)=[CH:17][CH:16]=1.CCOCC. The catalyst is C1COCC1. The product is [Cl:1][C:2]1[S:10][C:9]2[S:8](=[O:11])(=[O:12])[NH:7][CH2:6][C:5]([C:18]3[CH:19]=[CH:20][C:15]([Cl:14])=[CH:16][CH:17]=3)([OH:13])[C:4]=2[CH:3]=1. The yield is 0.260.